From a dataset of Reaction yield outcomes from USPTO patents with 853,638 reactions. Predict the reaction yield, written as a fraction of the theoretical maximum amount of product (1.0 means a 100% yield; for example, 0.34 means a 34% yield). (1) The reactants are [Br:1][C:2]1[C:11]2[CH2:10][CH2:9][CH:8]([C:12]([O:14][CH3:15])=[O:13])[C:7](=[O:16])[C:6]=2[CH:5]=[N:4][CH:3]=1.[H-].[Na+].[CH3:19]I. The catalyst is CN(C=O)C.C1COCC1.O. The product is [CH3:15][O:14][C:12]([C:8]1([CH3:19])[C:7](=[O:16])[C:6]2[CH:5]=[N:4][CH:3]=[C:2]([Br:1])[C:11]=2[CH2:10][CH2:9]1)=[O:13]. The yield is 0.900. (2) The reactants are [CH3:1][O:2][C:3]1[CH:4]=[C:5](/[CH:9]=[CH:10]/[C:11]([OH:13])=O)[CH:6]=[CH:7][CH:8]=1.C(N(CC)CC)C.C1C=CC(P([N:35]=[N+:36]=[N-:37])(C2C=CC=CC=2)=O)=CC=1. The catalyst is C1C=CC=CC=1. The product is [CH3:1][O:2][C:3]1[CH:4]=[C:5](/[CH:9]=[CH:10]/[C:11]([N:35]=[N+:36]=[N-:37])=[O:13])[CH:6]=[CH:7][CH:8]=1. The yield is 0.880.